Dataset: Full USPTO retrosynthesis dataset with 1.9M reactions from patents (1976-2016). Task: Predict the reactants needed to synthesize the given product. (1) The reactants are: C[O:2][C:3]([C:5]1([CH2:11][S:12](=[O:19])(=[O:18])[N:13]([CH:15]2[CH2:17][CH2:16]2)[CH3:14])[CH2:10][CH2:9][CH2:8][CH2:7][CH2:6]1)=[O:4].[OH-].[K+]. Given the product [CH:15]1([N:13]([CH3:14])[S:12]([CH2:11][C:5]2([C:3]([OH:4])=[O:2])[CH2:6][CH2:7][CH2:8][CH2:9][CH2:10]2)(=[O:18])=[O:19])[CH2:16][CH2:17]1, predict the reactants needed to synthesize it. (2) Given the product [CH:1]([O:14][C:15]([C:17]1[N:18]2[C@H:21]([S@:22](=[O:27])[CH2:23][C:24]=1[CH2:25][I:70])[C@H:20]([NH:28][C:29](=[O:68])/[C:30](=[N:45]\[O:46][C@@H:47]([CH2:60][C:61]([O:63][C:64]([CH3:67])([CH3:66])[CH3:65])=[O:62])[C:48]([O:50][CH2:51][C:52]1[CH:57]=[CH:56][C:55]([O:58][CH3:59])=[CH:54][CH:53]=1)=[O:49])/[C:31]1[N:32]=[C:33]([NH:37][C:38]([O:40][C:41]([CH3:44])([CH3:43])[CH3:42])=[O:39])[S:34][C:35]=1[Cl:36])[C:19]2=[O:69])=[O:16])([C:8]1[CH:13]=[CH:12][CH:11]=[CH:10][CH:9]=1)[C:2]1[CH:7]=[CH:6][CH:5]=[CH:4][CH:3]=1, predict the reactants needed to synthesize it. The reactants are: [CH:1]([O:14][C:15]([C:17]1[N:18]2[C@H:21]([S@:22](=[O:27])[CH2:23][C:24]=1[CH2:25]Cl)[C@H:20]([NH:28][C:29](=[O:68])/[C:30](=[N:45]\[O:46][C@@H:47]([CH2:60][C:61]([O:63][C:64]([CH3:67])([CH3:66])[CH3:65])=[O:62])[C:48]([O:50][CH2:51][C:52]1[CH:57]=[CH:56][C:55]([O:58][CH3:59])=[CH:54][CH:53]=1)=[O:49])/[C:31]1[N:32]=[C:33]([NH:37][C:38]([O:40][C:41]([CH3:44])([CH3:43])[CH3:42])=[O:39])[S:34][C:35]=1[Cl:36])[C:19]2=[O:69])=[O:16])([C:8]1[CH:13]=[CH:12][CH:11]=[CH:10][CH:9]=1)[C:2]1[CH:7]=[CH:6][CH:5]=[CH:4][CH:3]=1.[I-:70].[Na+]. (3) Given the product [Cl:1][C:2]1[N:3]=[CH:4][N:5]=[C:6]([O:8][C:9]2[CH:14]=[CH:13][C:12]([NH2:15])=[CH:11][CH:10]=2)[CH:7]=1, predict the reactants needed to synthesize it. The reactants are: [Cl:1][C:2]1[CH:7]=[C:6]([O:8][C:9]2[CH:14]=[CH:13][C:12]([N+:15]([O-])=O)=[CH:11][CH:10]=2)[N:5]=[CH:4][N:3]=1. (4) Given the product [Si:19]([O:26][CH:27]([C:37]([F:38])([F:40])[F:39])[CH2:28][C:29]([C:31]1[CH:36]=[CH:35][CH:34]=[CH:33][N:32]=1)([CH3:1])[CH3:30])([C:22]([CH3:25])([CH3:23])[CH3:24])([CH3:21])[CH3:20], predict the reactants needed to synthesize it. The reactants are: [CH3:1]C(C)([O-])C.[K+].C(NC(C)C)(C)C.C([Li])CCC.[Si:19]([O:26][CH:27]([C:37]([F:40])([F:39])[F:38])[CH2:28][CH:29]([C:31]1[CH:36]=[CH:35][CH:34]=[CH:33][N:32]=1)[CH3:30])([C:22]([CH3:25])([CH3:24])[CH3:23])([CH3:21])[CH3:20].CI.